Task: Predict the reaction yield, written as a fraction of the theoretical maximum amount of product (1.0 means a 100% yield; for example, 0.34 means a 34% yield).. Dataset: Reaction yield outcomes from USPTO patents with 853,638 reactions The reactants are [CH:1]12[N:7]([C:8]3[CH:9]=[CH:10][C:11]([N+:16]([O-])=O)=[C:12]([CH:15]=3)[C:13]#[N:14])[CH:4]([CH2:5][CH2:6]1)[CH2:3][CH2:2]2. The catalyst is [Pd]. The product is [NH2:16][C:11]1[CH:10]=[CH:9][C:8]([N:7]2[CH:1]3[CH2:6][CH2:5][CH:4]2[CH2:3][CH2:2]3)=[CH:15][C:12]=1[C:13]#[N:14]. The yield is 0.950.